This data is from hERG Central: cardiac toxicity at 1µM, 10µM, and general inhibition. The task is: Predict hERG channel inhibition at various concentrations. (1) The compound is CCOc1ccccc1C(=O)Nc1cc(C)ccc1NC(=O)c1ccco1. Results: hERG_inhib (hERG inhibition (general)): blocker. (2) The compound is CCOC(=O)c1oc2ccc(Br)cc2c1NC(=O)CN1CCN(C)CC1. Results: hERG_inhib (hERG inhibition (general)): blocker. (3) The molecule is Cc1ccc(Sc2cc(C(=O)NCCCN(C)C)c3ccccc3n2)cc1. Results: hERG_inhib (hERG inhibition (general)): blocker. (4) The molecule is O=S(=O)(c1ccc2c(c1)nc(COc1ccc(Cl)cc1)n2CC1CCCO1)N1CCOCC1. Results: hERG_inhib (hERG inhibition (general)): blocker. (5) The compound is COc1ccccc1NC(=O)CSc1nnc(-c2ccco2)n1Cc1ccco1. Results: hERG_inhib (hERG inhibition (general)): blocker.